From a dataset of Full USPTO retrosynthesis dataset with 1.9M reactions from patents (1976-2016). Predict the reactants needed to synthesize the given product. The reactants are: [CH2:1]([C:9]1([CH2:24][CH2:25][CH2:26][CH2:27][CH2:28][CH2:29][CH2:30][CH3:31])[C:21]2[CH:20]=[C:19](CO)[CH:18]=[CH:17][C:16]=2[C:15]2[C:10]1=[CH:11][CH:12]=[CH:13][CH:14]=2)[CH2:2][CH2:3][CH2:4][CH2:5][CH2:6][CH2:7][CH3:8].S(Cl)(Cl)=O.[Cl:36][CH2:37]Cl. Given the product [Cl:36][CH2:37][C:19]1[CH:18]=[CH:17][C:16]2[C:15]3[C:10](=[CH:11][CH:12]=[CH:13][CH:14]=3)[C:9]([CH2:24][CH2:25][CH2:26][CH2:27][CH2:28][CH2:29][CH2:30][CH3:31])([CH2:1][CH2:2][CH2:3][CH2:4][CH2:5][CH2:6][CH2:7][CH3:8])[C:21]=2[CH:20]=1, predict the reactants needed to synthesize it.